Dataset: Full USPTO retrosynthesis dataset with 1.9M reactions from patents (1976-2016). Task: Predict the reactants needed to synthesize the given product. (1) Given the product [Br:1][C:2]1[CH:11]=[CH:10][C:5]([C:6]([OH:8])=[O:7])=[C:4]([C:12]#[N:13])[CH:3]=1, predict the reactants needed to synthesize it. The reactants are: [Br:1][C:2]1[CH:11]=[CH:10][C:5]([C:6]([O:8]C)=[O:7])=[C:4]([C:12]#[N:13])[CH:3]=1.C(COC)OC.O.[OH-].[Li+].Cl. (2) Given the product [NH:27]1[C:28]2=[CH:29][N:30]=[CH:31][CH:32]=[C:33]2[C:25]([C:21]2[C:19]3[N:20]=[C:15]([NH:14][C@H:9]4[CH2:10][CH2:11][CH2:12][CH2:13][C@H:8]4[NH2:7])[N:16]=[CH:17][C:18]=3[CH:24]=[N:23][CH:22]=2)=[CH:26]1, predict the reactants needed to synthesize it. The reactants are: C(OC(=O)[NH:7][C@H:8]1[CH2:13][CH2:12][CH2:11][CH2:10][C@H:9]1[NH:14][C:15]1[N:16]=[CH:17][C:18]2[CH:24]=[N:23][CH:22]=[C:21]([C:25]3[C:33]4[C:28](=[CH:29][N:30]=[CH:31][CH:32]=4)[NH:27][CH:26]=3)[C:19]=2[N:20]=1)(C)(C)C.ClCCl.FC(F)(F)C(O)=O. (3) The reactants are: [CH2:1]([OH:13])[CH2:2][CH2:3][CH2:4][CH2:5][CH2:6][CH2:7][CH2:8][CH2:9][CH2:10][CH2:11][CH3:12].[C:14]1(=[O:20])[O:19][C:17](=[O:18])[CH2:16][CH2:15]1. Given the product [CH2:1]([O:13][C:14](=[O:20])[CH2:15][CH2:16][C:17]([OH:19])=[O:18])[CH2:2][CH2:3][CH2:4][CH2:5][CH2:6][CH2:7][CH2:8][CH2:9][CH2:10][CH2:11][CH3:12], predict the reactants needed to synthesize it. (4) The reactants are: [Cl:1][C:2]1[CH:7]=[CH:6][CH:5]=[CH:4][C:3]=1[N:8]1[C:13](=[O:14])[C:12]2[S:15][CH:16]=[CH:17][C:11]=2[N:10]=[C:9]1[CH:18]=O.[F:20][C:21]1[CH:27]=[CH:26][CH:25]=[CH:24][C:22]=1[NH2:23].S([O-])([O-])(=O)=O.[Na+].[Na+].C(O[BH-](OC(=O)C)OC(=O)C)(=O)C.[Na+].C(=O)(O)[O-].[Na+]. Given the product [Cl:1][C:2]1[CH:7]=[CH:6][CH:5]=[CH:4][C:3]=1[N:8]1[C:13](=[O:14])[C:12]2[S:15][CH:16]=[CH:17][C:11]=2[N:10]=[C:9]1[CH2:18][NH:23][C:22]1[CH:24]=[CH:25][CH:26]=[CH:27][C:21]=1[F:20], predict the reactants needed to synthesize it. (5) Given the product [C:46]([O:45][C:44]([N:43]([CH2:51][C@@H:52]1[C@@H:56]([C:57]2[CH:58]=[CH:59][CH:60]=[CH:61][CH:62]=2)[CH2:55][N:54]([C:68]([NH:65][C@H:8]2[CH2:7][CH2:6][C@H:5]([C:3]([O:2][CH3:1])=[O:4])[CH2:10][CH2:9]2)=[O:21])[CH2:53]1)[C@@H:41]([C:31]1[C:40]2[C:35](=[CH:36][CH:37]=[CH:38][CH:39]=2)[CH:34]=[CH:33][CH:32]=1)[CH3:42])=[O:50])([CH3:48])([CH3:49])[CH3:47], predict the reactants needed to synthesize it. The reactants are: [CH3:1][O:2][C:3]([C@H:5]1[CH2:10][CH2:9][C@H:8](C(O)=O)[CH2:7][CH2:6]1)=[O:4].C1C=CC(P(N=[N+]=[N-])(C2C=CC=CC=2)=[O:21])=CC=1.[C:31]1([C@H:41]([N:43]([CH2:51][C@@H:52]2[C@@H:56]([C:57]3[CH:62]=[CH:61][CH:60]=[CH:59][CH:58]=3)[CH2:55][NH:54][CH2:53]2)[C:44](=[O:50])[O:45][C:46]([CH3:49])([CH3:48])[CH3:47])[CH3:42])[C:40]2[C:35](=[CH:36][CH:37]=[CH:38][CH:39]=2)[CH:34]=[CH:33][CH:32]=1.C([N:65]([CH2:68]C)CC)C. (6) Given the product [CH:37]1([C:35]([NH:34][C:32]2[N:33]=[C:28]3[CH:27]=[CH:26][C:25]([O:24][C:23]4[CH:22]=[C:21]([NH:20][C:9]([C:4]5[C:3]([C:2]([F:1])([F:13])[F:12])=[CH:8][CH:7]=[CH:6][N:5]=5)=[O:11])[CH:42]=[CH:41][CH:40]=4)=[CH:30][N:29]3[CH:31]=2)=[O:36])[CH2:38][CH2:39]1, predict the reactants needed to synthesize it. The reactants are: [F:1][C:2]([F:13])([F:12])[C:3]1[C:4]([C:9]([OH:11])=O)=[N:5][CH:6]=[CH:7][CH:8]=1.C(Cl)(=O)C(Cl)=O.[NH2:20][C:21]1[CH:22]=[C:23]([CH:40]=[CH:41][CH:42]=1)[O:24][C:25]1[CH:26]=[CH:27][C:28]2[N:29]([CH:31]=[C:32]([NH:34][C:35]([CH:37]3[CH2:39][CH2:38]3)=[O:36])[N:33]=2)[CH:30]=1. (7) Given the product [F:19][C:2]1([F:1])[O:6][C:5]2[CH:7]=[CH:8][C:9]([C:11]3[N:16]=[CH:15][N:14]=[C:13]([CH2:17][NH2:18])[CH:12]=3)=[CH:10][C:4]=2[O:3]1, predict the reactants needed to synthesize it. The reactants are: [F:1][C:2]1([F:19])[O:6][C:5]2[CH:7]=[CH:8][C:9]([C:11]3[N:16]=[CH:15][N:14]=[C:13]([C:17]#[N:18])[CH:12]=3)=[CH:10][C:4]=2[O:3]1. (8) The reactants are: S(Cl)(Cl)=O.[CH3:5][N:6]1[C:10]([CH2:11]O)=[C:9]([CH2:13][O:14][C:15]2[C:24]3[C:19](=[CH:20][CH:21]=[CH:22][CH:23]=3)[C:18]3=[N:25][N:26]=[C:27]([C:28]4[CH:32]=[C:31]([CH3:33])[O:30][N:29]=4)[N:17]3[N:16]=2)[N:8]=[N:7]1.ClCC1N=NNC=1.[NH:41]1[CH2:46][CH2:45][CH2:44][CH2:43][CH2:42]1. Given the product [CH3:33][C:31]1[O:30][N:29]=[C:28]([C:27]2[N:17]3[N:16]=[C:15]([O:14][CH2:13][C:9]4[N:8]=[N:7][N:6]([CH3:5])[C:10]=4[CH2:11][N:41]4[CH2:46][CH2:45][CH2:44][CH2:43][CH2:42]4)[C:24]4[C:19]([C:18]3=[N:25][N:26]=2)=[CH:20][CH:21]=[CH:22][CH:23]=4)[CH:32]=1, predict the reactants needed to synthesize it. (9) Given the product [Cl:22][C:23]1[CH:28]=[CH:27][C:26]([C:29]2[O:33][CH:32]=[N:31][C:30]=2[CH:34]([NH:35][S:36]([C:38]([CH3:41])([CH3:40])[CH3:39])=[O:37])[CH2:46][C:45]2[CH:44]=[C:43]([F:42])[CH:51]=[C:50]([F:52])[CH:49]=2)=[CH:25][CH:24]=1, predict the reactants needed to synthesize it. The reactants are: COC1C=CC(N2C=CN=C2C=N[S@@](C(C)(C)C)=O)=CC=1.[Cl:22][C:23]1[CH:28]=[CH:27][C:26]([C:29]2[O:33][CH:32]=[N:31][C:30]=2/[CH:34]=[N:35]/[S:36]([C:38]([CH3:41])([CH3:40])[CH3:39])=[O:37])=[CH:25][CH:24]=1.[F:42][C:43]1[CH:44]=[C:45]([CH:49]=[C:50]([F:52])[CH:51]=1)[CH2:46][Mg]Br. (10) Given the product [NH2:1][C:4]1[CH:5]=[C:6]([CH:14]=[CH:15][CH:16]=1)[C:7]([NH:9][CH:10]1[CH2:13][O:12][CH2:11]1)=[O:8], predict the reactants needed to synthesize it. The reactants are: [N+:1]([C:4]1[CH:5]=[C:6]([CH:14]=[CH:15][CH:16]=1)[C:7]([NH:9][CH:10]1[CH2:13][O:12][CH2:11]1)=[O:8])([O-])=O.